This data is from Full USPTO retrosynthesis dataset with 1.9M reactions from patents (1976-2016). The task is: Predict the reactants needed to synthesize the given product. (1) Given the product [F:11][C:10]([F:13])([F:12])[C:9]([N:8]=[C:7]1[NH:1][CH2:2][CH2:3][S:4]1)=[O:14], predict the reactants needed to synthesize it. The reactants are: [NH2:1][CH2:2][CH2:3][SH:4].C[S-](C)[C:7]([S-])=[N:8][C:9](=[O:14])[C:10]([F:13])([F:12])[F:11]. (2) The reactants are: O[C:2]1[C:14]2[C:6](=[C:7]3[C:12]([N:13]=2)=[CH:11][N:10]([CH3:15])[CH:9]=[CH:8]3)[CH:5]=[CH:4][CH:3]=1.[C:16]([O-:19])([O-])=O.[K+].[K+].[CH2:22](I)C. Given the product [CH2:16]([O:19][C:3]1[CH:4]=[CH:5][C:6]2[C:14]([CH:2]=1)=[N:13][C:12]1[C:7]=2[CH:8]=[CH:9][N:10]([CH3:15])[CH:11]=1)[CH3:22], predict the reactants needed to synthesize it. (3) The reactants are: [O:1]1[C:5]2[CH:6]=[CH:7][CH:8]=[C:9]([C:10]3([N:21]4[CH2:30][C@H:29]([F:31])[CH2:28][C@H:22]4[C:23]([N:25]([CH3:27])[CH3:26])=[O:24])[C:18]4[C:13](=[CH:14][CH:15]=[C:16]([Cl:19])[CH:17]=4)[NH:12][C:11]3=[O:20])[C:4]=2[O:3][CH2:2]1.[H-].[Na+].[CH3:34][O:35][C:36]1[CH:41]=[C:40]([O:42][CH3:43])[CH:39]=[CH:38][C:37]=1[S:44](Cl)(=[O:46])=[O:45].C(=O)([O-])[O-].[K+].[K+]. Given the product [O:1]1[C:5]2[CH:6]=[CH:7][CH:8]=[C:9]([C:10]3([N:21]4[CH2:30][C@H:29]([F:31])[CH2:28][C@H:22]4[C:23]([N:25]([CH3:27])[CH3:26])=[O:24])[C:18]4[C:13](=[CH:14][CH:15]=[C:16]([Cl:19])[CH:17]=4)[N:12]([S:44]([C:37]4[CH:38]=[CH:39][C:40]([O:42][CH3:43])=[CH:41][C:36]=4[O:35][CH3:34])(=[O:46])=[O:45])[C:11]3=[O:20])[C:4]=2[O:3][CH2:2]1, predict the reactants needed to synthesize it. (4) Given the product [I:1][C:2]1[N:6]2[CH:7]=[C:8]([C:15]3[CH:20]=[CH:19][CH:18]=[CH:17][CH:16]=3)[N:9]=[C:10]([NH:25][CH2:21][CH:22]([CH3:24])[CH3:23])[C:5]2=[N:4][CH:3]=1, predict the reactants needed to synthesize it. The reactants are: [I:1][C:2]1[N:6]2[CH:7]=[C:8]([C:15]3[CH:20]=[CH:19][CH:18]=[CH:17][CH:16]=3)[N:9]=[C:10](S(C)(=O)=O)[C:5]2=[N:4][CH:3]=1.[CH2:21]([NH2:25])[CH:22]([CH3:24])[CH3:23].